Dataset: Catalyst prediction with 721,799 reactions and 888 catalyst types from USPTO. Task: Predict which catalyst facilitates the given reaction. (1) Reactant: [Cl:1][C:2]1[C:20]([OH:21])=[CH:19][C:5]2[C:6]([C:9]([C:11]3[CH:16]=[CH:15][C:14]([O:17][CH3:18])=[CH:13][CH:12]=3)=[O:10])=[CH:7][O:8][C:4]=2[C:3]=1[Cl:22].[N+]([O-])(O)=[O:24].O.C(Cl)(Cl)Cl.CO. Product: [Cl:1][C:2]1[C:20](=[O:21])[C:19](=[O:24])[C:5]2[C:6]([C:9](=[O:10])[C:11]3[CH:16]=[CH:15][C:14]([O:17][CH3:18])=[CH:13][CH:12]=3)=[CH:7][O:8][C:4]=2[C:3]=1[Cl:22]. The catalyst class is: 15. (2) Reactant: C[O:2][C:3]1[CH:14]=[CH:13][C:6]2[CH:7]=[C:8]([C:10]([OH:12])=[O:11])[S:9][C:5]=2[CH:4]=1.B(Br)(Br)Br. Product: [OH:2][C:3]1[CH:14]=[CH:13][C:6]2[CH:7]=[C:8]([C:10]([OH:12])=[O:11])[S:9][C:5]=2[CH:4]=1. The catalyst class is: 4. (3) Reactant: [CH3:1][O:2][P:3]([C:7]([C:10]1[CH:18]=[CH:17][C:13]([C:14]([OH:16])=O)=[CH:12][CH:11]=1)([F:9])[CH3:8])([O:5][CH3:6])=[O:4].C(OC(=O)[NH:25][C:26]1[CH:31]=[CH:30][C:29]([C:32]2[S:33][CH:34]=[CH:35][CH:36]=2)=[CH:28][C:27]=1[NH2:37])(C)(C)C.F[P-](F)(F)(F)(F)F.N1(O[P+](N(C)C)(N(C)C)N(C)C)C2C=CC=CC=2N=N1.CCN(C(C)C)C(C)C. Product: [CH3:6][O:5][P:3]([C:7]([C:10]1[CH:11]=[CH:12][C:13]([C:14](=[O:16])[NH:37][C:27]2[CH:28]=[C:29]([C:32]3[S:33][CH:34]=[CH:35][CH:36]=3)[CH:30]=[CH:31][C:26]=2[NH2:25])=[CH:17][CH:18]=1)([F:9])[CH3:8])(=[O:4])[O:2][CH3:1]. The catalyst class is: 3. (4) Reactant: [NH2:1][CH:2]1[CH:7]([O:8]CC2C=CC=CC=2)[CH:6]([O:16]CC2C=CC=CC=2)[CH:5]([CH2:24][O:25]CC2C=CC=CC=2)[CH2:4][CH:3]1[OH:33].[CH2:34]([N:36]=[C:37]=S)[CH3:35].CI.C([O-])(O)=O.[Na+]. Product: [CH2:34]([NH:36][C:37]1[O:33][CH:3]2[CH2:4][CH:5]([CH2:24][OH:25])[CH:6]([OH:16])[CH:7]([OH:8])[CH:2]2[N:1]=1)[CH3:35]. The catalyst class is: 1. (5) Reactant: Cl.C(N=C=NCCCN(C)C)C.Cl.Cl.[CH2:15]([C:17]1[CH:18]=[N:19][C:20]([O:23][CH:24]2[CH2:29][CH2:28][N:27]([C:30](=[O:36])[C@@H:31]([NH2:35])[CH:32]([CH3:34])[CH3:33])[CH2:26][CH2:25]2)=[N:21][CH:22]=1)[CH3:16].[OH:37][C:38]1[C:39]([C:48](O)=[O:49])=[N:40][C:41]2[C:46]([N:47]=1)=[CH:45][CH:44]=[CH:43][CH:42]=2.O.ON1C2C=CC=CC=2N=N1.CN1CCOCC1. Product: [CH2:15]([C:17]1[CH:18]=[N:19][C:20]([O:23][CH:24]2[CH2:29][CH2:28][N:27]([C:30]([C@@H:31]([NH:35][C:48]([C:39]3[C:38]([OH:37])=[N:47][C:46]4[C:41](=[CH:42][CH:43]=[CH:44][CH:45]=4)[N:40]=3)=[O:49])[CH:32]([CH3:33])[CH3:34])=[O:36])[CH2:26][CH2:25]2)=[N:21][CH:22]=1)[CH3:16]. The catalyst class is: 232. (6) Reactant: Cl[C:2]1[N:7]=[C:6]([O:8][C:9]2[CH:14]=[CH:13][CH:12]=[CH:11][CH:10]=2)[C:5]2[CH2:15][CH2:16][CH2:17][C:4]=2[N:3]=1.[CH3:18][O:19][C:20]([C:22]1([C:26]2[CH:31]=[CH:30][C:29]([NH2:32])=[CH:28][CH:27]=2)[CH2:25][CH2:24][CH2:23]1)=[O:21].CCOCC. Product: [CH3:18][O:19][C:20]([C:22]1([C:26]2[CH:27]=[CH:28][C:29]([NH:32][C:2]3[N:7]=[C:6]([O:8][C:9]4[CH:14]=[CH:13][CH:12]=[CH:11][CH:10]=4)[C:5]4[CH2:15][CH2:16][CH2:17][C:4]=4[N:3]=3)=[CH:30][CH:31]=2)[CH2:23][CH2:24][CH2:25]1)=[O:21]. The catalyst class is: 51.